Task: Predict the reactants needed to synthesize the given product.. Dataset: Full USPTO retrosynthesis dataset with 1.9M reactions from patents (1976-2016) (1) Given the product [Br:1][C:2]1[CH:10]=[C:9]2[C:5]([C:6]([F:15])=[N:7][NH:8]2)=[C:4]([N+:11]([O-:13])=[O:12])[CH:3]=1.[Br:1][C:2]1[CH:10]=[C:9]2[C:5]([CH:6]=[N:7][NH:8]2)=[C:4]([N+:11]([O-:13])=[O:12])[CH:3]=1, predict the reactants needed to synthesize it. The reactants are: [Br:1][C:2]1[CH:10]=[C:9]2[C:5]([CH:6]=[N:7][NH:8]2)=[C:4]([N+:11]([O-:13])=[O:12])[CH:3]=1.[B-](F)(F)(F)[F:15].[B-](F)(F)(F)F.C1[N+]2(CCl)CC[N+](F)(CC2)C1.C(#N)C. (2) Given the product [CH3:1][O:2][C:3]1[CH:8]=[CH:7][C:6]([O:9][CH3:10])=[CH:5][C:4]=1[CH:11]([CH3:14])[CH:12]=[O:13], predict the reactants needed to synthesize it. The reactants are: [CH3:1][O:2][C:3]1[CH:8]=[CH:7][C:6]([O:9][CH3:10])=[CH:5][C:4]=1[CH:11]([CH3:14])[CH2:12][OH:13].N1C=CC=CC=1.S(=O)(=O)=O. (3) Given the product [CH2:12]([N:14]1[C:18]([C:19]2[CH:20]=[C:21]([CH:24]=[CH:25][CH:26]=2)[C:22]#[N:23])=[CH:17][C:16]([O:27][C:2]2[CH:7]=[CH:6][C:5]([C:8]([F:11])([F:10])[F:9])=[CH:4][CH:3]=2)=[N:15]1)[CH3:13], predict the reactants needed to synthesize it. The reactants are: F[C:2]1[CH:7]=[CH:6][C:5]([C:8]([F:11])([F:10])[F:9])=[CH:4][CH:3]=1.[CH2:12]([N:14]1[C:18]([C:19]2[CH:20]=[C:21]([CH:24]=[CH:25][CH:26]=2)[C:22]#[N:23])=[CH:17][C:16](=[O:27])[NH:15]1)[CH3:13].C(=O)([O-])[O-].[K+].[K+]. (4) Given the product [CH2:1]([O:3][CH2:4][CH2:5][O:6][C:7]1[C:8]([CH3:24])=[C:9]([CH3:23])[C:10]([C:15]2[CH:20]=[CH:19][CH:18]=[C:17]([CH2:21][NH:25][C:26]3[CH:31]=[CH:30][C:29]([CH2:32][CH2:33][C:34]([O:36][CH2:37][CH3:38])=[O:35])=[C:28]([F:39])[CH:27]=3)[CH:16]=2)=[C:11]([CH3:14])[C:12]=1[CH3:13])[CH3:2], predict the reactants needed to synthesize it. The reactants are: [CH2:1]([O:3][CH2:4][CH2:5][O:6][C:7]1[C:12]([CH3:13])=[C:11]([CH3:14])[C:10]([C:15]2[CH:20]=[CH:19][CH:18]=[C:17]([CH:21]=O)[CH:16]=2)=[C:9]([CH3:23])[C:8]=1[CH3:24])[CH3:2].[NH2:25][C:26]1[CH:31]=[CH:30][C:29]([CH2:32][CH2:33][C:34]([O:36][CH2:37][CH3:38])=[O:35])=[C:28]([F:39])[CH:27]=1.C(O)(=O)C.C(O[BH-](OC(=O)C)OC(=O)C)(=O)C.[Na+]. (5) Given the product [F:39][C:40]1[CH:69]=[CH:68][CH:67]=[C:66]([F:72])[C:41]=1[CH2:42][N:43]1[C:48]2[N:49]=[CH:50][CH:51]=[CH:52][C:47]=2[S:46](=[O:53])(=[O:54])[N:45]([C:55]2[CH:60]=[CH:59][C:58]([O:61][CH3:62])=[C:57]([O:63][CH3:64])[N:5]=2)[C:44]1=[O:65], predict the reactants needed to synthesize it. The reactants are: FC1C=CC=C(F)C=1C[NH2:5].C(N(CC)C(C)C)(C)C.C(N1C=CN=C1)(N1C=CN=C1)=O.C(N(CC)CC)C.[F:39][C:40]1[CH:69]=[C:68](OC)[CH:67]=[C:66]([F:72])[C:41]=1[CH2:42][N:43]1[C:48]2[N:49]=[CH:50][CH:51]=[CH:52][C:47]=2[S:46](=[O:54])(=[O:53])[N:45]([C:55]2[CH:60]=[CH:59][C:58]([O:61][CH3:62])=[C:57]([O:63][CH3:64])C=2)[C:44]1=[O:65]. (6) Given the product [CH3:38][C:31]1[C:30]2[C:35](=[CH:36][C:27]([NH:24][C:25](=[O:26])[O:23][CH2:22][C:19]3[CH:20]=[CH:21][C:16]([O:15][CH2:14][C:6]4[O:5][C:9]5[CH:10]=[CH:11][CH:12]=[CH:13][C:8]=5[CH:7]=4)=[CH:17][CH:18]=3)=[CH:28][CH:29]=2)[O:34][C:33](=[O:37])[CH:32]=1, predict the reactants needed to synthesize it. The reactants are: [O-]CC.[Na+].[O:5]1[C:9]2[CH:10]=[CH:11][CH:12]=[CH:13][C:8]=2[CH:7]=[C:6]1[CH2:14][O:15][C:16]1[CH:21]=[CH:20][C:19]([CH2:22][OH:23])=[CH:18][CH:17]=1.[N:24]([C:27]1[CH:36]=[C:35]2[C:30]([C:31]([CH3:38])=[CH:32][C:33](=[O:37])[O:34]2)=[CH:29][CH:28]=1)=[C:25]=[O:26].